From a dataset of Full USPTO retrosynthesis dataset with 1.9M reactions from patents (1976-2016). Predict the reactants needed to synthesize the given product. Given the product [NH2:10][C:5]1[CH:4]([CH2:13][CH2:14][CH3:15])[NH:3][N:2]([CH3:1])[C:6]=1[C:7]([OH:9])=[O:8], predict the reactants needed to synthesize it. The reactants are: [CH3:1][N:2]1[C:6]([C:7]([OH:9])=[O:8])=[C:5]([N+:10]([O-])=O)[CH:4]([CH2:13][CH2:14][CH3:15])[NH:3]1.[H][H].